Dataset: Full USPTO retrosynthesis dataset with 1.9M reactions from patents (1976-2016). Task: Predict the reactants needed to synthesize the given product. (1) Given the product [CH3:14][C:9]1([CH3:10])[C:18]2[CH:19]=[C:20]([NH2:25])[CH:21]=[CH:22][C:23]=2[C:5]([C:28]2[CH:29]=[CH:30][C:31]([NH2:27])=[CH:34][CH:33]=2)([CH3:6])[CH2:4]1.[CH:18]1[C:29]([C:28]([C:37]2[CH:38]=[CH:33][C:34]3[C:43]([O:42][C:40](=[O:41])[C:35]=3[CH:36]=2)=[O:44])=[O:32])=[CH:30][C:31]2[C:52]([O:54][C:21](=[O:24])[C:22]=2[CH:23]=1)=[O:53], predict the reactants needed to synthesize it. The reactants are: NC1C=[C:4]([C:9]([C:18]2[CH:23]=[CH:22][C:21]([OH:24])=[C:20]([NH2:25])[CH:19]=2)([C:14](F)(F)F)[C:10](F)(F)F)[CH:5]=[CH:6]C=1O.C[N:27]1[CH2:31][CH2:30][CH2:29][C:28]1=[O:32].[CH:33]12C[CH:36]([CH:37]=[CH:38]1)[CH:35]1[C:40]([O:42][C:43](=[O:44])[CH:34]21)=[O:41].C1(C)C=CC=CC=1.[CH3:52][OH:53].[OH2:54]. (2) Given the product [CH3:17][N:12]1[C:11]([CH2:9][OH:8])=[CH:15][C:14]([CH3:16])=[N:13]1, predict the reactants needed to synthesize it. The reactants are: [H-].[Al+3].[Li+].[H-].[H-].[H-].C[O:8][C:9]([C:11]1[N:12]([CH3:17])[N:13]=[C:14]([CH3:16])[CH:15]=1)=O.